The task is: Predict the product of the given reaction.. This data is from Forward reaction prediction with 1.9M reactions from USPTO patents (1976-2016). (1) Given the reactants [C:1]1([S:7](Cl)(=[O:9])=[O:8])[CH:6]=[CH:5][CH:4]=[CH:3][CH:2]=1.[CH3:11][O:12][C:13](=[O:32])[C:14]1[CH:19]=[CH:18][C:17]([C:20]2[CH:24]=[C:23]([NH2:25])[N:22]([C:26]3[CH:31]=[CH:30][CH:29]=[CH:28][CH:27]=3)[N:21]=2)=[CH:16][CH:15]=1, predict the reaction product. The product is: [CH3:11][O:12][C:13](=[O:32])[C:14]1[CH:15]=[CH:16][C:17]([C:20]2[CH:24]=[C:23]([NH:25][S:7]([C:1]3[CH:6]=[CH:5][CH:4]=[CH:3][CH:2]=3)(=[O:9])=[O:8])[N:22]([C:26]3[CH:27]=[CH:28][CH:29]=[CH:30][CH:31]=3)[N:21]=2)=[CH:18][CH:19]=1.[CH3:11][O:12][C:13](=[O:32])[C:14]1[CH:15]=[CH:16][C:17]([C:20]2[CH:24]=[C:23]([N:25]([S:7]([C:1]3[CH:6]=[CH:5][CH:4]=[CH:3][CH:2]=3)(=[O:9])=[O:8])[S:7]([C:1]3[CH:6]=[CH:5][CH:4]=[CH:3][CH:2]=3)(=[O:9])=[O:8])[N:22]([C:26]3[CH:27]=[CH:28][CH:29]=[CH:30][CH:31]=3)[N:21]=2)=[CH:18][CH:19]=1. (2) Given the reactants [Cl:1][C:2]1[CH:7]=[CH:6][C:5]([C:8]2[CH2:13][CH2:12][N:11]([CH:14]3[CH2:19][CH2:18][CH2:17][CH:16]([C:20]([NH2:22])=[O:21])[CH2:15]3)[CH2:10][CH:9]=2)=[CH:4][C:3]=1[NH:23][C@@H:24]([C:26]1[CH:31]=[CH:30][C:29]([Cl:32])=[CH:28][C:27]=1[Cl:33])[CH3:25], predict the reaction product. The product is: [Cl:1][C:2]1[CH:7]=[CH:6][C:5]([CH:8]2[CH2:13][CH2:12][N:11]([C@@H:14]3[CH2:19][CH2:18][CH2:17][C@@H:16]([C:20]([NH2:22])=[O:21])[CH2:15]3)[CH2:10][CH2:9]2)=[CH:4][C:3]=1[NH:23][C@@H:24]([C:26]1[CH:31]=[CH:30][C:29]([Cl:32])=[CH:28][C:27]=1[Cl:33])[CH3:25]. (3) Given the reactants [OH:1][CH:2]1[CH2:7][CH2:6][N:5]([C:8]([O:10][C:11]([CH3:14])([CH3:13])[CH3:12])=[O:9])[CH2:4][CH2:3]1.C(N(CC)CC)C.[C:22]1([CH3:32])[CH:27]=[CH:26][C:25]([S:28](Cl)(=[O:30])=[O:29])=[CH:24][CH:23]=1.OS(O)(=O)=O, predict the reaction product. The product is: [CH3:32][C:22]1[CH:27]=[CH:26][C:25]([S:28]([O:1][CH:2]2[CH2:3][CH2:4][N:5]([C:8]([O:10][C:11]([CH3:14])([CH3:13])[CH3:12])=[O:9])[CH2:6][CH2:7]2)(=[O:30])=[O:29])=[CH:24][CH:23]=1. (4) The product is: [CH2:17]([O:16][C:14]([CH:11]1[CH2:12][CH2:13][C:8](=[CH2:19])[CH2:9][CH2:10]1)=[O:15])[CH3:18]. Given the reactants [H-].[Al+3].[Li+].[H-].[H-].[H-].O=[C:8]1[CH2:13][CH2:12][CH:11]([C:14]([O:16][CH2:17][CH3:18])=[O:15])[CH2:10][CH2:9]1.[CH2:19](OCC)C, predict the reaction product.